Dataset: NCI-60 drug combinations with 297,098 pairs across 59 cell lines. Task: Regression. Given two drug SMILES strings and cell line genomic features, predict the synergy score measuring deviation from expected non-interaction effect. (1) Drug 1: CC1=CC2C(CCC3(C2CCC3(C(=O)C)OC(=O)C)C)C4(C1=CC(=O)CC4)C. Drug 2: CC1C(C(CC(O1)OC2CC(OC(C2O)C)OC3=CC4=CC5=C(C(=O)C(C(C5)C(C(=O)C(C(C)O)O)OC)OC6CC(C(C(O6)C)O)OC7CC(C(C(O7)C)O)OC8CC(C(C(O8)C)O)(C)O)C(=C4C(=C3C)O)O)O)O. Cell line: TK-10. Synergy scores: CSS=-0.296, Synergy_ZIP=3.53, Synergy_Bliss=-0.638, Synergy_Loewe=-7.86, Synergy_HSA=-5.17. (2) Drug 1: C1CC(=O)NC(=O)C1N2CC3=C(C2=O)C=CC=C3N. Drug 2: C1=CC(=CC=C1CC(C(=O)O)N)N(CCCl)CCCl.Cl. Cell line: M14. Synergy scores: CSS=5.94, Synergy_ZIP=-0.635, Synergy_Bliss=2.05, Synergy_Loewe=-0.0236, Synergy_HSA=-0.418. (3) Drug 1: CS(=O)(=O)C1=CC(=C(C=C1)C(=O)NC2=CC(=C(C=C2)Cl)C3=CC=CC=N3)Cl. Drug 2: C1CCN(CC1)CCOC2=CC=C(C=C2)C(=O)C3=C(SC4=C3C=CC(=C4)O)C5=CC=C(C=C5)O. Cell line: K-562. Synergy scores: CSS=18.6, Synergy_ZIP=-3.28, Synergy_Bliss=6.04, Synergy_Loewe=-13.7, Synergy_HSA=5.09. (4) Drug 1: C1=NC2=C(N1)C(=S)N=CN2. Drug 2: CC1C(C(CC(O1)OC2CC(CC3=C2C(=C4C(=C3O)C(=O)C5=C(C4=O)C(=CC=C5)OC)O)(C(=O)CO)O)N)O.Cl. Cell line: HT29. Synergy scores: CSS=40.6, Synergy_ZIP=-3.46, Synergy_Bliss=-2.60, Synergy_Loewe=-2.84, Synergy_HSA=-0.277. (5) Drug 1: CC1=CC=C(C=C1)C2=CC(=NN2C3=CC=C(C=C3)S(=O)(=O)N)C(F)(F)F. Drug 2: CS(=O)(=O)OCCCCOS(=O)(=O)C. Cell line: HCT-15. Synergy scores: CSS=-5.28, Synergy_ZIP=4.19, Synergy_Bliss=2.51, Synergy_Loewe=-2.09, Synergy_HSA=-2.52. (6) Drug 1: CC1OCC2C(O1)C(C(C(O2)OC3C4COC(=O)C4C(C5=CC6=C(C=C35)OCO6)C7=CC(=C(C(=C7)OC)O)OC)O)O. Drug 2: CS(=O)(=O)CCNCC1=CC=C(O1)C2=CC3=C(C=C2)N=CN=C3NC4=CC(=C(C=C4)OCC5=CC(=CC=C5)F)Cl. Cell line: SK-MEL-28. Synergy scores: CSS=14.7, Synergy_ZIP=-2.90, Synergy_Bliss=3.16, Synergy_Loewe=-7.97, Synergy_HSA=0.680.